Dataset: Reaction yield outcomes from USPTO patents with 853,638 reactions. Task: Predict the reaction yield, written as a fraction of the theoretical maximum amount of product (1.0 means a 100% yield; for example, 0.34 means a 34% yield). (1) The reactants are [F:1][C:2]1[CH:7]=[CH:6][CH:5]=[CH:4][C:3]=1[N:8]1[CH2:13][CH2:12][NH:11][CH2:10][CH2:9]1.Cl.[Cl:15][C:16]1[CH:17]=[C:18]([S:23](Cl)(=[O:25])=[O:24])[CH:19]=[CH:20][C:21]=1[Cl:22].C(N(C(C)C)CC)(C)C. The catalyst is ClCCl. The product is [Cl:15][C:16]1[CH:17]=[C:18]([S:23]([N:11]2[CH2:12][CH2:13][N:8]([C:3]3[CH:4]=[CH:5][CH:6]=[CH:7][C:2]=3[F:1])[CH2:9][CH2:10]2)(=[O:24])=[O:25])[CH:19]=[CH:20][C:21]=1[Cl:22]. The yield is 0.858. (2) The reactants are [NH:1]([C:29]([O:31][C:32]([CH3:35])([CH3:34])[CH3:33])=[O:30])[C@H:2]([C:26](O)=O)[CH2:3][C:4](=[O:25])[NH:5][C:6]([C:19]1[CH:24]=[CH:23][CH:22]=[CH:21][CH:20]=1)([C:13]1[CH:18]=[CH:17][CH:16]=[CH:15][CH:14]=1)[C:7]1[CH:12]=[CH:11][CH:10]=[CH:9][CH:8]=1.CN1CCOCC1.ClC(OCC(C)C)=O.[Br:51][C:52]1[CH:53]=[C:54]([NH2:59])[C:55]([NH2:58])=[CH:56][CH:57]=1.C(O)(=O)C. The product is [Br:51][C:52]1[CH:57]=[CH:56][C:55]2[NH:58][C:26]([C@@H:2]([NH:1][C:29](=[O:30])[O:31][C:32]([CH3:34])([CH3:33])[CH3:35])[CH2:3][C:4](=[O:25])[NH:5][C:6]([C:7]3[CH:12]=[CH:11][CH:10]=[CH:9][CH:8]=3)([C:19]3[CH:24]=[CH:23][CH:22]=[CH:21][CH:20]=3)[C:13]3[CH:14]=[CH:15][CH:16]=[CH:17][CH:18]=3)=[N:59][C:54]=2[CH:53]=1. The yield is 0.610. The catalyst is O1CCCC1. (3) The reactants are [CH2:1]([C:3]1[S:28][C:6]2[N:7]([CH2:13][C:14]3[CH:19]=[CH:18][C:17]([C:20]4[C:21]([C:26]#[N:27])=[CH:22][CH:23]=[CH:24][CH:25]=4)=[CH:16][CH:15]=3)[C:8](=[O:12])[NH:9][C:10](=[O:11])[C:5]=2[CH:4]=1)[CH3:2].Br[CH2:30][C:31](=[O:36])[C:32]([CH3:35])([CH3:34])[CH3:33].CN(C)C=O.[H-].[Na+]. The catalyst is O.C(OCC)(=O)C. The product is [CH3:33][C:32]([CH3:35])([CH3:34])[C:31](=[O:36])[CH2:30][N:9]1[C:10](=[O:11])[C:5]2[CH:4]=[C:3]([CH2:1][CH3:2])[S:28][C:6]=2[N:7]([CH2:13][C:14]2[CH:19]=[CH:18][C:17]([C:20]3[C:21]([C:26]#[N:27])=[CH:22][CH:23]=[CH:24][CH:25]=3)=[CH:16][CH:15]=2)[C:8]1=[O:12]. The yield is 0.610. (4) The reactants are [Br:1][C:2]1[C:7]([Cl:8])=[C:6]([CH2:9][C:10]2[CH:15]=[CH:14][C:13]([O:16][CH2:17][CH3:18])=[CH:12][CH:11]=2)[CH:5]=[C:4]([CH:19]2[C@H:24]([O:25][CH2:26][C:27]3[CH:32]=[CH:31][CH:30]=[CH:29][CH:28]=3)[C@@H:23]([O:33][CH2:34][C:35]3[CH:40]=[CH:39][CH:38]=[CH:37][CH:36]=3)[C@H:22]([O:41][CH2:42][C:43]3[CH:48]=[CH:47][CH:46]=[CH:45][CH:44]=3)[C@@H:21]([CH2:49][O:50][CH2:51][C:52]3[CH:57]=[CH:56][CH:55]=[CH:54][CH:53]=3)[O:20]2)[C:3]=1[OH:58].C([O-])([O-])=O.[K+].[K+].[CH2:65](Br)[CH:66]=[CH2:67]. The catalyst is CC(C)=O.C([O-])(O)=O.[Na+]. The product is [CH2:67]([O:58][C:3]1[C:2]([Br:1])=[C:7]([Cl:8])[C:6]([CH2:9][C:10]2[CH:15]=[CH:14][C:13]([O:16][CH2:17][CH3:18])=[CH:12][CH:11]=2)=[CH:5][C:4]=1[CH:19]1[C@H:24]([O:25][CH2:26][C:27]2[CH:32]=[CH:31][CH:30]=[CH:29][CH:28]=2)[C@@H:23]([O:33][CH2:34][C:35]2[CH:40]=[CH:39][CH:38]=[CH:37][CH:36]=2)[C@H:22]([O:41][CH2:42][C:43]2[CH:44]=[CH:45][CH:46]=[CH:47][CH:48]=2)[C@@H:21]([CH2:49][O:50][CH2:51][C:52]2[CH:53]=[CH:54][CH:55]=[CH:56][CH:57]=2)[O:20]1)[CH:66]=[CH2:65]. The yield is 0.620. (5) The reactants are [Cl:1][C:2]1[CH:3]=[C:4]([CH:7]=[CH:8][C:9]=1[O:10][CH2:11][CH2:12][CH2:13][N:14]1[CH2:20][CH2:19][CH2:18][N:17]([CH3:21])[CH2:16][CH2:15]1)[CH:5]=O.[Cl:22][C:23]1[CH:24]=[C:25]([NH2:31])[C:26]([NH2:30])=[CH:27][C:28]=1[CH3:29]. No catalyst specified. The product is [Cl:22][C:23]1[C:28]([CH3:29])=[CH:27][C:26]2[NH:30][C:5]([C:4]3[CH:7]=[CH:8][C:9]([O:10][CH2:11][CH2:12][CH2:13][N:14]4[CH2:20][CH2:19][CH2:18][N:17]([CH3:21])[CH2:16][CH2:15]4)=[C:2]([Cl:1])[CH:3]=3)=[N:31][C:25]=2[CH:24]=1. The yield is 0.0800.